Dataset: Catalyst prediction with 721,799 reactions and 888 catalyst types from USPTO. Task: Predict which catalyst facilitates the given reaction. (1) The catalyst class is: 1. Product: [Si:18]([O:25][CH2:26][C:27]1[CH:28]=[C:29](/[CH:30]=[CH:3]/[C:1]#[N:2])[CH:32]=[CH:33][C:34]=1[Cl:35])([C:21]([CH3:24])([CH3:23])[CH3:22])([CH3:20])[CH3:19]. Reactant: [C:1]([CH2:3]P(=O)(OCC)OCC)#[N:2].CC(C)([O-])C.[K+].[Si:18]([O:25][CH2:26][C:27]1[CH:28]=[C:29]([CH:32]=[CH:33][C:34]=1[Cl:35])[CH:30]=O)([C:21]([CH3:24])([CH3:23])[CH3:22])([CH3:20])[CH3:19].CCCCCCCCCCN. (2) Reactant: [CH2:1]([NH:8][C:9]([N:11]1[CH:16]2[C@H:17]([CH3:41])[N:18]([CH2:30][C:31]3[CH:32]=[CH:33][CH:34]=[C:35]4[C:40]=3[N:39]=[CH:38][CH:37]=[CH:36]4)[C:19](=[O:29])[C@H:20]([CH2:21][C:22]3[CH:27]=[CH:26][C:25]([OH:28])=[CH:24][CH:23]=3)[N:15]2[C:14](=[O:42])[CH2:13][N:12]1[CH3:43])=[O:10])[C:2]1[CH:7]=[CH:6][CH:5]=[CH:4][CH:3]=1.[CH3:44][O:45][CH2:46][CH2:47][CH2:48]O.C(P(CCCC)CCCC)CCC.N(C(N1CCCCC1)=O)=NC(N1CCCCC1)=O. Product: [CH2:1]([NH:8][C:9]([N:11]1[CH:16]2[C@H:17]([CH3:41])[N:18]([CH2:30][C:31]3[CH:32]=[CH:33][CH:34]=[C:35]4[C:40]=3[N:39]=[CH:38][CH:37]=[CH:36]4)[C:19](=[O:29])[C@H:20]([CH2:21][C:22]3[CH:23]=[CH:24][C:25]([O:28][CH2:48][CH2:47][CH2:46][O:45][CH3:44])=[CH:26][CH:27]=3)[N:15]2[C:14](=[O:42])[CH2:13][N:12]1[CH3:43])=[O:10])[C:2]1[CH:3]=[CH:4][CH:5]=[CH:6][CH:7]=1. The catalyst class is: 56.